From a dataset of CYP3A4 inhibition data for predicting drug metabolism from PubChem BioAssay. Regression/Classification. Given a drug SMILES string, predict its absorption, distribution, metabolism, or excretion properties. Task type varies by dataset: regression for continuous measurements (e.g., permeability, clearance, half-life) or binary classification for categorical outcomes (e.g., BBB penetration, CYP inhibition). Dataset: cyp3a4_veith. (1) The compound is O.O.O.O.O=C([O-])c1ccccc1-c1c2cc(Br)c(=O)cc-2oc2c([Hg])c([O-])c(Br)cc12.[Na+].[Na+]. The result is 0 (non-inhibitor). (2) The drug is Cc1c(NC(=O)c2cccnc2)c(=O)n(-c2ccccc2)n1C. The result is 0 (non-inhibitor). (3) The molecule is COc1ccc2c(Cl)c(C(=O)NCCCn3ccnc3)sc2c1Cl. The result is 1 (inhibitor).